The task is: Binary Classification. Given a drug SMILES string, predict its activity (active/inactive) in a high-throughput screening assay against a specified biological target.. This data is from M1 muscarinic receptor agonist screen with 61,833 compounds. The molecule is S(=O)(=O)(Nc1nc(cc(n1)C)C)c1ccc(NC(=O)c2oc(CC)cc2)cc1. The result is 0 (inactive).